This data is from NCI-60 drug combinations with 297,098 pairs across 59 cell lines. The task is: Regression. Given two drug SMILES strings and cell line genomic features, predict the synergy score measuring deviation from expected non-interaction effect. (1) Drug 1: CNC(=O)C1=CC=CC=C1SC2=CC3=C(C=C2)C(=NN3)C=CC4=CC=CC=N4. Drug 2: CN(C)C1=NC(=NC(=N1)N(C)C)N(C)C. Cell line: U251. Synergy scores: CSS=12.0, Synergy_ZIP=-4.06, Synergy_Bliss=-0.277, Synergy_Loewe=-45.8, Synergy_HSA=-2.54. (2) Drug 1: CN(CC1=CN=C2C(=N1)C(=NC(=N2)N)N)C3=CC=C(C=C3)C(=O)NC(CCC(=O)O)C(=O)O. Drug 2: C1=NC2=C(N=C(N=C2N1C3C(C(C(O3)CO)O)F)Cl)N. Cell line: OVCAR-5. Synergy scores: CSS=5.12, Synergy_ZIP=-0.730, Synergy_Bliss=2.11, Synergy_Loewe=-0.262, Synergy_HSA=0.444.